Dataset: Reaction yield outcomes from USPTO patents with 853,638 reactions. Task: Predict the reaction yield, written as a fraction of the theoretical maximum amount of product (1.0 means a 100% yield; for example, 0.34 means a 34% yield). (1) The reactants are [NH2:1][C:2]1[CH:3]=[C:4]2[C:8](=[CH:9][CH:10]=1)[NH:7][N:6]=[C:5]2[C:11]1[CH:16]=[CH:15][CH:14]=[CH:13][CH:12]=1.[C:17](Cl)(=[O:24])[C:18]1[CH:23]=[CH:22][CH:21]=[CH:20][CH:19]=1. The catalyst is C(#N)C.C(N(CC)CC)C. The product is [C:18]1([C:17]([NH:1][C:2]2[CH:3]=[C:4]3[C:8](=[CH:9][CH:10]=2)[NH:7][N:6]=[C:5]3[C:11]2[CH:16]=[CH:15][CH:14]=[CH:13][CH:12]=2)=[O:24])[CH:23]=[CH:22][CH:21]=[CH:20][CH:19]=1. The yield is 0.0800. (2) The reactants are [CH2:1]([C:3]1[NH:7][N:6]=[C:5]([CH2:8][C:9]([O:11]C)=O)[N:4]=1)[CH3:2].[CH2:13]([C@@H:20]1[NH:25][CH2:24][CH2:23][N:22]([C:26]2[CH:34]=[C:33]3[C:29]([C:30]([CH2:39][CH3:40])=[N:31][N:32]3[CH:35]3[CH2:38][CH2:37][CH2:36]3)=[CH:28][CH:27]=2)[CH2:21]1)[C:14]1[CH:19]=[CH:18][CH:17]=[CH:16][CH:15]=1. No catalyst specified. The product is [CH2:13]([C@H:20]1[CH2:21][N:22]([C:26]2[CH:34]=[C:33]3[C:29]([C:30]([CH2:39][CH3:40])=[N:31][N:32]3[CH:35]3[CH2:36][CH2:37][CH2:38]3)=[CH:28][CH:27]=2)[CH2:23][CH2:24][N:25]1[C:9](=[O:11])[CH2:8][C:5]1[NH:4][C:3]([CH2:1][CH3:2])=[N:7][N:6]=1)[C:14]1[CH:15]=[CH:16][CH:17]=[CH:18][CH:19]=1. The yield is 0.160. (3) The reactants are [NH2:1][C:2]1[CH:3]=[CH:4][C:5]([O:11][CH:12]([C:19]2[CH:24]=[CH:23][CH:22]=[CH:21][CH:20]=2)[C:13]2[CH:18]=[CH:17][CH:16]=[CH:15][CH:14]=2)=[C:6]([C:8](=[O:10])[CH3:9])[CH:7]=1.[CH3:25][O:26][C:27]1[CH:28]=[C:29]([N:33]=[C:34]=[O:35])[CH:30]=[CH:31][CH:32]=1. The catalyst is C1COCC1. The product is [C:8]([C:6]1[CH:7]=[C:2]([NH:1][C:34]([NH:33][C:29]2[CH:30]=[CH:31][CH:32]=[C:27]([O:26][CH3:25])[CH:28]=2)=[O:35])[CH:3]=[CH:4][C:5]=1[O:11][CH:12]([C:13]1[CH:18]=[CH:17][CH:16]=[CH:15][CH:14]=1)[C:19]1[CH:20]=[CH:21][CH:22]=[CH:23][CH:24]=1)(=[O:10])[CH3:9]. The yield is 0.794.